The task is: Predict the reaction yield, written as a fraction of the theoretical maximum amount of product (1.0 means a 100% yield; for example, 0.34 means a 34% yield).. This data is from Reaction yield outcomes from USPTO patents with 853,638 reactions. (1) The reactants are Cl[C:2]1[N:7]=[C:6]([S:8][CH3:9])[N:5]=[C:4]([N:10]2[C:14]3[CH:15]=[CH:16][CH:17]=[C:18]([O:19][CH3:20])[C:13]=3[N:12]=[C:11]2[CH:21]([F:23])[F:22])[CH:3]=1.[N:24]1([C:30]([O:32][C:33]([CH3:36])([CH3:35])[CH3:34])=[O:31])[CH2:29][CH2:28][NH:27][CH2:26][CH2:25]1. The catalyst is C1COCC1.O.C(O)(=O)C. The product is [F:22][CH:21]([F:23])[C:11]1[N:10]([C:4]2[N:5]=[C:6]([S:8][CH3:9])[N:7]=[C:2]([N:27]3[CH2:26][CH2:25][N:24]([C:30]([O:32][C:33]([CH3:36])([CH3:35])[CH3:34])=[O:31])[CH2:29][CH2:28]3)[CH:3]=2)[C:14]2[CH:15]=[CH:16][CH:17]=[C:18]([O:19][CH3:20])[C:13]=2[N:12]=1. The yield is 0.960. (2) The reactants are [C:1](Cl)(=O)[C:2]([Cl:4])=[O:3].[Cl:7][C:8]1[CH:30]=[CH:29][C:11]([C:12]([N:14]2[C:22]3[C:17](=[CH:18][C:19]([O:23][CH3:24])=[CH:20][CH:21]=3)[C:16](CC(O)=O)=[CH:15]2)=[O:13])=[CH:10][CH:9]=1. The catalyst is C(Cl)Cl. The product is [Cl:7][C:8]1[CH:30]=[CH:29][C:11]([C:12]([N:14]2[C:22]3[C:17](=[CH:18][C:19]([O:23][CH3:24])=[CH:20][CH:21]=3)[C:16]([CH2:1][C:2]([Cl:4])=[O:3])=[CH:15]2)=[O:13])=[CH:10][CH:9]=1. The yield is 0.950. (3) The reactants are [Br:1][C:2]1[CH:7]=[CH:6][C:5]([C:8]2([C:14]3[CH:19]=[CH:18][C:17]([Cl:20])=[CH:16][CH:15]=3)[CH2:13][CH2:12][NH:11][CH2:10][CH2:9]2)=[CH:4][CH:3]=1.C(N(CC)CC)C.[C:28](O[C:28]([O:30][C:31]([CH3:34])([CH3:33])[CH3:32])=[O:29])([O:30][C:31]([CH3:34])([CH3:33])[CH3:32])=[O:29].O. The catalyst is ClCCl. The product is [C:31]([O:30][C:28]([N:11]1[CH2:12][CH2:13][C:8]([C:5]2[CH:6]=[CH:7][C:2]([Br:1])=[CH:3][CH:4]=2)([C:14]2[CH:15]=[CH:16][C:17]([Cl:20])=[CH:18][CH:19]=2)[CH2:9][CH2:10]1)=[O:29])([CH3:34])([CH3:33])[CH3:32]. The yield is 0.980. (4) The reactants are C[O:2][C:3]([C:5]1[CH:21]=[CH:20][C:8]2[C:9]([CH2:13][C:14]3[CH:19]=[CH:18][CH:17]=[CH:16][CH:15]=3)([CH3:12])[CH2:10][O:11][C:7]=2[CH:6]=1)=[O:4].[OH-].[Na+].C(O)C.Cl. The catalyst is O1CCCC1.O. The product is [CH2:13]([C:9]1([CH3:12])[C:8]2[CH:20]=[CH:21][C:5]([C:3]([OH:4])=[O:2])=[CH:6][C:7]=2[O:11][CH2:10]1)[C:14]1[CH:19]=[CH:18][CH:17]=[CH:16][CH:15]=1. The yield is 1.00. (5) The reactants are [C:1]([N:4]1[C:13]2[C:8](=[CH:9][C:10]([C:14]([O:16][CH2:17][CH3:18])=[O:15])=[CH:11][CH:12]=2)[C@@H:7]([O:19][C:20]2[CH:25]=[CH:24][C:23]([NH2:26])=[CH:22][CH:21]=2)[CH2:6][C@@H:5]1[CH3:27])(=[O:3])[CH3:2].C(N(CC)C(C)C)(C)C.Br[CH2:38][CH2:39][O:40][CH2:41][CH2:42]Br.O. The catalyst is C1(C)C=CC=CC=1. The yield is 0.757. The product is [C:1]([N:4]1[C:13]2[C:8](=[CH:9][C:10]([C:14]([O:16][CH2:17][CH3:18])=[O:15])=[CH:11][CH:12]=2)[C@@H:7]([O:19][C:20]2[CH:21]=[CH:22][C:23]([N:26]3[CH2:42][CH2:41][O:40][CH2:39][CH2:38]3)=[CH:24][CH:25]=2)[CH2:6][C@@H:5]1[CH3:27])(=[O:3])[CH3:2]. (6) The yield is 0.730. The product is [CH3:16][O:15][C:14]1[C:5]([CH2:3][OH:2])=[CH:6][C:7]2[C:12]([CH:13]=1)=[CH:11][CH:10]=[CH:9][CH:8]=2. The catalyst is C(OCC)(=O)C. The reactants are C[O:2][C:3]([C:5]1[C:14]([O:15][CH3:16])=[CH:13][C:12]2[C:7](=[CH:8][CH:9]=[CH:10][CH:11]=2)[CH:6]=1)=O.C1(C)C=CC=CC=1.[C@H](O)(C([O-])=O)[C@@H](O)C([O-])=O.[Na+].[K+]. (7) The reactants are [NH2:1][C:2]1[N:7]=[CH:6][N:5]=[C:4]2[N:8]([C@@H:12]3[CH2:17][CH2:16][CH2:15][N:14]([C:18]([O:20][C:21]([CH3:24])([CH3:23])[CH3:22])=[O:19])[CH2:13]3)[N:9]=[C:10](I)[C:3]=12.[Cl-].B([C:29]1[CH:34]=[CH:33][C:32]([NH3+:35])=[CH:31][CH:30]=1)(O)O.COCCOC.C(=O)([O-])[O-].[Na+].[Na+]. The catalyst is C1C=CC([P]([Pd]([P](C2C=CC=CC=2)(C2C=CC=CC=2)C2C=CC=CC=2)([P](C2C=CC=CC=2)(C2C=CC=CC=2)C2C=CC=CC=2)[P](C2C=CC=CC=2)(C2C=CC=CC=2)C2C=CC=CC=2)(C2C=CC=CC=2)C2C=CC=CC=2)=CC=1.O. The product is [NH2:1][C:2]1[N:7]=[CH:6][N:5]=[C:4]2[N:8]([C@@H:12]3[CH2:17][CH2:16][CH2:15][N:14]([C:18]([O:20][C:21]([CH3:24])([CH3:23])[CH3:22])=[O:19])[CH2:13]3)[N:9]=[C:10]([C:29]3[CH:34]=[CH:33][C:32]([NH2:35])=[CH:31][CH:30]=3)[C:3]=12. The yield is 0.810. (8) The reactants are Cl[C:2]1[N:7]=[C:6]([NH:8][C:9]([C:11]2([C:14]3[CH:24]=[CH:23][C:17]4[O:18][C:19]([F:22])([F:21])[O:20][C:16]=4[CH:15]=3)[CH2:13][CH2:12]2)=[O:10])[CH:5]=[CH:4][C:3]=1[CH3:25].[Cl:26][C:27]1[CH:28]=[C:29](B2OC(C)(C)C(C)(C)O2)[C:30]([O:33][CH3:34])=[N:31][CH:32]=1.C(=O)([O-])[O-].[Na+].[Na+]. The catalyst is COCCOC.C1C=CC([P]([Pd]([P](C2C=CC=CC=2)(C2C=CC=CC=2)C2C=CC=CC=2)([P](C2C=CC=CC=2)(C2C=CC=CC=2)C2C=CC=CC=2)[P](C2C=CC=CC=2)(C2C=CC=CC=2)C2C=CC=CC=2)(C2C=CC=CC=2)C2C=CC=CC=2)=CC=1. The product is [Cl:26][C:27]1[CH:28]=[C:29]([C:2]2[C:3]([CH3:25])=[CH:4][CH:5]=[C:6]([NH:8][C:9]([C:11]3([C:14]4[CH:24]=[CH:23][C:17]5[O:18][C:19]([F:21])([F:22])[O:20][C:16]=5[CH:15]=4)[CH2:13][CH2:12]3)=[O:10])[N:7]=2)[C:30]([O:33][CH3:34])=[N:31][CH:32]=1. The yield is 0.390.